The task is: Predict the reaction yield, written as a fraction of the theoretical maximum amount of product (1.0 means a 100% yield; for example, 0.34 means a 34% yield).. This data is from Reaction yield outcomes from USPTO patents with 853,638 reactions. (1) The reactants are C([O:8][C:9]1[CH:10]=[C:11]([C:15]2[CH:16]=[C:17]3[C:21](=[CH:22][CH:23]=2)[NH:20][N:19]=[C:18]3[C:24]2[NH:25][CH:26]=[CH:27][CH:28]=2)[CH:12]=[N:13][CH:14]=1)C1C=CC=CC=1. The catalyst is CO.[Pd]. The product is [NH:25]1[CH:26]=[CH:27][CH:28]=[C:24]1[C:18]1[C:17]2[C:21](=[CH:22][CH:23]=[C:15]([C:11]3[CH:10]=[C:9]([OH:8])[CH:14]=[N:13][CH:12]=3)[CH:16]=2)[NH:20][N:19]=1. The yield is 0.800. (2) The reactants are [Cl-].[CH3:2][Zn+].Br[C:5]1[C:13]2[C:8](=[N:9][CH:10]=[C:11]([C:15]3[CH:20]=[CH:19][CH:18]=[CH:17][CH:16]=3)[C:12]=2[Cl:14])[N:7]([S:21]([C:24]2[CH:29]=[CH:28][CH:27]=[CH:26][CH:25]=2)(=[O:23])=[O:22])[CH:6]=1. The catalyst is C1COCC1.C1C=CC([P]([Pd]([P](C2C=CC=CC=2)(C2C=CC=CC=2)C2C=CC=CC=2)([P](C2C=CC=CC=2)(C2C=CC=CC=2)C2C=CC=CC=2)[P](C2C=CC=CC=2)(C2C=CC=CC=2)C2C=CC=CC=2)(C2C=CC=CC=2)C2C=CC=CC=2)=CC=1. The product is [Cl:14][C:12]1[C:11]([C:15]2[CH:20]=[CH:19][CH:18]=[CH:17][CH:16]=2)=[CH:10][N:9]=[C:8]2[N:7]([S:21]([C:24]3[CH:29]=[CH:28][CH:27]=[CH:26][CH:25]=3)(=[O:23])=[O:22])[CH:6]=[C:5]([CH3:2])[C:13]=12. The yield is 0.877. (3) The reactants are BrC1C=CC(S(O[CH2:12][C@@H:13]2[O:27][C:17]3=[C:18]4[C:23](=[CH:24][CH:25]=[C:16]3[O:15][CH2:14]2)[N:22]=[C:21]([CH3:26])[CH:20]=[CH:19]4)(=O)=O)=CC=1.Cl.Cl.[Cl:30][C:31]1[CH:36]=[CH:35][C:34]([N:37]2[CH2:42][CH2:41][NH:40][CH2:39][CH2:38]2)=[CH:33][CH:32]=1.C(N(CC)C(C)C)(C)C. The catalyst is CS(C)=O.C(=O)(O)[O-].[Na+]. The product is [Cl:30][C:31]1[CH:32]=[CH:33][C:34]([N:37]2[CH2:42][CH2:41][N:40]([CH2:12][C@@H:13]3[O:27][C:17]4=[C:18]5[C:23](=[CH:24][CH:25]=[C:16]4[O:15][CH2:14]3)[N:22]=[C:21]([CH3:26])[CH:20]=[CH:19]5)[CH2:39][CH2:38]2)=[CH:35][CH:36]=1. The yield is 0.150. (4) The reactants are Cl.[CH2:2]([NH:9][OH:10])[C:3]1[CH:8]=[CH:7][CH:6]=[CH:5][CH:4]=1.[C:11](=O)(O)[O-:12].[K+].C(OCC(F)(F)F)=O. The catalyst is C(OC)(C)(C)C. The product is [CH2:2]([N:9]([OH:10])[CH:11]=[O:12])[C:3]1[CH:8]=[CH:7][CH:6]=[CH:5][CH:4]=1. The yield is 0.960. (5) The reactants are [CH3:1][C:2]1[C:3]([C:7]([OH:9])=O)=[N:4][NH:5][CH:6]=1.C1C=CC2N(O)N=NC=2C=1.C[CH2:21][N:22]=[C:23]=NCCCN(C)C.CCN(C(C)C)C(C)C.CNC. The catalyst is CN(C=O)C. The product is [CH3:21][N:22]([CH3:23])[C:7]([C:3]1[C:2]([CH3:1])=[CH:6][NH:5][N:4]=1)=[O:9]. The yield is 0.920. (6) The reactants are [OH:1][C:2]1[CH:9]=[CH:8][C:7]([O:10][CH3:11])=[CH:6][C:3]=1[CH:4]=[O:5].C([O-])([O-])=O.[K+].[K+].[CH2:18]([O:20][CH:21]([O:24][CH2:25][CH3:26])[CH2:22]Br)[CH3:19]. The catalyst is CN(C=O)C. The product is [CH2:18]([O:20][CH:21]([O:24][CH2:25][CH3:26])[CH2:22][O:1][C:2]1[CH:9]=[CH:8][C:7]([O:10][CH3:11])=[CH:6][C:3]=1[CH:4]=[O:5])[CH3:19]. The yield is 0.310. (7) The reactants are Br[C:2]1[CH:3]=[C:4]2[C:9](=[CH:10][CH:11]=1)[N:8]([C:12]1[C:16]3[CH2:17][N:18]([C:21](=[O:23])[CH3:22])[CH2:19][CH2:20][C:15]=3[N:14]([C@H:24]3[CH2:28][CH2:27][O:26][CH2:25]3)[N:13]=1)[CH2:7][CH:6](O[Si](C(C)(C)C)(C)C)[CH2:5]2.[F:37][C:38]([F:51])([F:50])[O:39]C1C=C2C(CCCN2)=CC=1.C(O[Na])(C)(C)C.COC(C)(C)C.C1(P(C2CCCCC2)C2C=CC=CC=2C2C(OC(C)C)=CC=CC=2OC(C)C)CCCCC1. The catalyst is O1CCOCC1. The product is [O:26]1[CH2:27][CH2:28][C@H:24]([N:14]2[C:15]3[CH2:20][CH2:19][N:18]([C:21](=[O:23])[CH3:22])[CH2:17][C:16]=3[C:12]([N:8]3[C:9]4[C:4](=[CH:3][CH:2]=[C:11]([O:39][C:38]([F:51])([F:50])[F:37])[CH:10]=4)[CH2:5][CH2:6][CH2:7]3)=[N:13]2)[CH2:25]1. The yield is 0.290.